From a dataset of Full USPTO retrosynthesis dataset with 1.9M reactions from patents (1976-2016). Predict the reactants needed to synthesize the given product. (1) Given the product [CH3:24][O:11][C:10](=[O:12])[C:9]([C:13]1[CH:14]=[CH:15][CH:16]=[CH:17][CH:18]=1)=[CH:8][C:5]1[CH:4]=[CH:3][C:2]([OH:1])=[CH:7][CH:6]=1, predict the reactants needed to synthesize it. The reactants are: [OH:1][C:2]1[CH:7]=[CH:6][C:5]([CH:8]=[C:9]([C:13]2[CH:18]=[CH:17][CH:16]=[CH:15][CH:14]=2)[C:10]([OH:12])=[O:11])=[CH:4][CH:3]=1.OS(O)(=O)=O.[CH3:24]O. (2) Given the product [C:1]([O:4][CH2:5][CH2:6][CH2:7][N:9]=[N+:10]=[N-:11])(=[O:3])[CH3:2], predict the reactants needed to synthesize it. The reactants are: [C:1]([O:4][CH2:5][CH2:6][CH2:7]Br)(=[O:3])[CH3:2].[N-:9]=[N+:10]=[N-:11].[Na+]. (3) The reactants are: [CH:1]1[CH:6]=[C:5]([C:7]([C:17]2[CH:22]=[C:21]([I:23])[C:20]([O-:24])=[C:19]([I:25])[CH:18]=2)=[C:8]2[CH:14]=[C:13]([I:15])[C:11](=[O:12])[C:10]([I:16])=[CH:9]2)[C:4]([C:26]([O-:28])=[O:27])=[CH:3][CH:2]=1.[Na+:29].[Na+].[N+:31]([C:34]1[CH:35]=[C:36]([CH:43]=[CH:44][CH:45]=1)[CH2:37][C@@H:38]([C:40]([OH:42])=O)[NH2:39])([O-:33])=[O:32].[CH2:46]([O:48][C:49]([N:51]1[CH2:56][CH2:55][NH:54][CH2:53][CH2:52]1)=[O:50])[CH3:47].ON1C2C=CC=CC=2N=N1.C1(N=C=NC2CCCCC2)CCCCC1. Given the product [CH:1]1[CH:6]=[C:5]([C:7]([C:8]2[CH:9]=[C:10]([I:16])[C:11]([O-:12])=[C:13]([I:15])[CH:14]=2)=[C:17]2[CH:18]=[C:19]([I:25])[C:20](=[O:24])[C:21]([I:23])=[CH:22]2)[C:4]([C:26]([O-:28])=[O:27])=[CH:3][CH:2]=1.[Na+:29].[Na+:29].[CH2:46]([O:48][C:49]([N:51]1[CH2:52][CH2:53][N:54]([C:40](=[O:42])[C@H:38]([CH2:37][C:36]2[CH:43]=[CH:44][CH:45]=[C:34]([N+:31]([O-:33])=[O:32])[CH:35]=2)[NH2:39])[CH2:55][CH2:56]1)=[O:50])[CH3:47], predict the reactants needed to synthesize it. (4) Given the product [CH:1]1([N:6]2[CH:10]=[C:9]([O:11][C:13]3[N:14]=[C:15]([OH:23])[C:16]4[CH:22]=[CH:21][N:20]=[CH:19][C:17]=4[N:18]=3)[CH:8]=[N:7]2)[CH2:2][CH2:3][CH2:4][CH2:5]1, predict the reactants needed to synthesize it. The reactants are: [CH:1]1([N:6]2[CH:10]=[C:9]([OH:11])[CH:8]=[N:7]2)[CH2:5][CH2:4][CH2:3][CH2:2]1.Cl[C:13]1[N:14]=[C:15]([OH:23])[C:16]2[CH:22]=[CH:21][N:20]=[CH:19][C:17]=2[N:18]=1. (5) Given the product [Cl:1][C:2]1[CH:7]=[CH:6][C:5]([O:8][CH:16]([C:13]2[CH:12]=[CH:11][C:10]([F:9])=[CH:15][CH:14]=2)[CH2:17][CH2:18][CH2:19][CH2:20][N:21]2[CH2:26][CH2:25][CH:24]([C:27]3[CH:28]=[C:29]([NH:33][C:34](=[O:38])[CH:35]([CH3:37])[CH3:36])[CH:30]=[CH:31][CH:32]=3)[CH2:23][CH2:22]2)=[CH:4][CH:3]=1, predict the reactants needed to synthesize it. The reactants are: [Cl:1][C:2]1[CH:7]=[CH:6][C:5]([OH:8])=[CH:4][CH:3]=1.[F:9][C:10]1[CH:15]=[CH:14][C:13]([CH:16](O)[CH2:17][CH2:18][CH2:19][CH2:20][N:21]2[CH2:26][CH2:25][CH:24]([C:27]3[CH:28]=[C:29]([NH:33][C:34](=[O:38])[CH:35]([CH3:37])[CH3:36])[CH:30]=[CH:31][CH:32]=3)[CH2:23][CH2:22]2)=[CH:12][CH:11]=1. (6) Given the product [Cl:38][C:6]1[CH:5]=[C:4]([F:39])[C:3]([CH2:2][NH:1][C:45]([C:42]2([C:41]([F:49])([F:48])[F:40])[CH2:44][CH2:43]2)=[O:46])=[CH:8][C:7]=1[NH:9][C:10]1[N:14]([CH3:15])[C:13]2[CH:16]=[C:17]([O:33][CH2:34][CH:35]([F:36])[F:37])[C:18]([C:20]([NH:22][C@H:23]3[CH2:28][CH2:27][C@H:26]([C:29]([F:31])([F:32])[F:30])[CH2:25][CH2:24]3)=[O:21])=[CH:19][C:12]=2[N:11]=1, predict the reactants needed to synthesize it. The reactants are: [NH2:1][CH2:2][C:3]1[C:4]([F:39])=[CH:5][C:6]([Cl:38])=[C:7]([NH:9][C:10]2[N:14]([CH3:15])[C:13]3[CH:16]=[C:17]([O:33][CH2:34][CH:35]([F:37])[F:36])[C:18]([C:20]([NH:22][C@H:23]4[CH2:28][CH2:27][C@H:26]([C:29]([F:32])([F:31])[F:30])[CH2:25][CH2:24]4)=[O:21])=[CH:19][C:12]=3[N:11]=2)[CH:8]=1.[F:40][C:41]([F:49])([F:48])[C:42]1([C:45](O)=[O:46])[CH2:44][CH2:43]1.CN(C(ON1N=NC2C=CC=CC1=2)=[N+](C)C)C.F[P-](F)(F)(F)(F)F. (7) Given the product [Br:20][CH2:12][C:11]1[CH:10]=[CH:9][C:4]([C:5]([O:7][CH3:8])=[O:6])=[CH:3][C:2]=1[Cl:1], predict the reactants needed to synthesize it. The reactants are: [Cl:1][C:2]1[CH:3]=[C:4]([CH:9]=[CH:10][C:11]=1[CH3:12])[C:5]([O:7][CH3:8])=[O:6].C1C(=O)N([Br:20])C(=O)C1. (8) Given the product [NH:34]1[C:42]2[C:37](=[C:38]([C:10]3[CH:18]=[C:17]4[C:13]([CH:14]=[N:15][NH:16]4)=[C:12]([C:29]4[O:76][C:75]([CH2:74][O:73][CH2:66][C:67]5[CH:72]=[CH:71][CH:70]=[CH:69][CH:68]=5)=[N:32][N:33]=4)[CH:11]=3)[CH:39]=[CH:40][CH:41]=2)[CH:36]=[CH:35]1, predict the reactants needed to synthesize it. The reactants are: [NH:34]1[C:42]2[C:37](=[C:38]([C:10]3[CH:18]=[C:17]4[C:13]([CH:14]=[N:15][N:16]4S(C4C=CC(C)=CC=4)(=O)=O)=[C:12]([C:29]4[NH:33][N:32]=NN=4)[CH:11]=3)[CH:39]=[CH:40][CH:41]=2)[CH:36]=[CH:35]1.[NH:34]1[C:42]2[C:37](=[C:38]([C:10]3[CH:18]=[C:17]4[C:13]([CH:14]=[N:15][N:16]4S(C4C=CC=CC=4)(=O)=O)=[C:12]([C:29]4NN=[N:32][N:33]=4)[CH:11]=3)[CH:39]=[CH:40][CH:41]=2)[CH:36]=[CH:35]1.[CH2:66]([O:73][CH2:74][C:75](Cl)=[O:76])[C:67]1[CH:72]=[CH:71][CH:70]=[CH:69][CH:68]=1.[OH-].[Na+]. (9) Given the product [NH2:18][CH2:17][CH2:16][CH2:15][N:14]1[C:10]2[C:9]3[CH:8]=[CH:7][CH:6]=[CH:5][C:4]=3[N:3]=[C:2]([NH2:1])[C:11]=2[N:12]=[C:13]1[CH2:26][CH2:27][CH2:28][CH3:29], predict the reactants needed to synthesize it. The reactants are: [NH2:1][C:2]1[C:11]2[N:12]=[C:13]([CH2:26][CH2:27][CH2:28][CH3:29])[N:14]([CH2:15][CH2:16][CH2:17][NH:18]C(=O)OC(C)(C)C)[C:10]=2[C:9]2[CH:8]=[CH:7][CH:6]=[CH:5][C:4]=2[N:3]=1.C(O)(C(F)(F)F)=O. (10) Given the product [Cl:1][C:2]1[N:3]=[C:4]([C:18]2[O:19][CH:20]=[CH:21][N:22]=2)[CH:5]=[CH:6][C:7]=1[O:8][CH2:9][O:10][CH3:11], predict the reactants needed to synthesize it. The reactants are: [Cl:1][C:2]1[C:7]([O:8][CH2:9][O:10][CH3:11])=[CH:6][CH:5]=[C:4](I)[N:3]=1.C([Sn](CCCC)(CCCC)[C:18]1[O:19][CH:20]=[CH:21][N:22]=1)CCC.